This data is from Forward reaction prediction with 1.9M reactions from USPTO patents (1976-2016). The task is: Predict the product of the given reaction. (1) Given the reactants C(P1(=O)OP(CCC)(=O)OP(CCC)(=O)O1)CC.[Br:19][C:20]1[CH:35]=[CH:34][C:23]2[NH:24][CH:25]([CH2:28][C:29]([O:31][CH2:32][CH3:33])=[O:30])[CH2:26][O:27][C:22]=2[CH:21]=1.[O:36]=[C:37]1[NH:42][C:41]2[CH:43]=[C:44]([C:47](O)=[O:48])[CH:45]=[CH:46][C:40]=2[O:39][CH2:38]1, predict the reaction product. The product is: [Br:19][C:20]1[CH:35]=[CH:34][C:23]2[N:24]([C:47]([C:44]3[CH:45]=[CH:46][C:40]4[O:39][CH2:38][C:37](=[O:36])[NH:42][C:41]=4[CH:43]=3)=[O:48])[CH:25]([CH2:28][C:29]([O:31][CH2:32][CH3:33])=[O:30])[CH2:26][O:27][C:22]=2[CH:21]=1. (2) Given the reactants CN.[CH3:3][O:4][C:5]1[C:14]([CH2:15][CH2:16][CH3:17])=[C:13]2[C:8]([CH:9]=[C:10]([C:19]([NH:21][C:22]3[CH:27]=[CH:26][C:25]([S:28]([NH:31][CH2:32]CC(O)=O)(=[O:30])=[O:29])=[CH:24][C:23]=3[CH3:37])=[O:20])[C:11](=[O:18])[O:12]2)=[CH:7][CH:6]=1, predict the reaction product. The product is: [CH3:3][O:4][C:5]1[C:14]([CH2:15][CH2:16][CH3:17])=[C:13]2[C:8]([CH:9]=[C:10]([C:19]([NH:21][C:22]3[CH:27]=[CH:26][C:25]([S:28]([NH:31][CH3:32])(=[O:30])=[O:29])=[CH:24][C:23]=3[CH3:37])=[O:20])[C:11](=[O:18])[O:12]2)=[CH:7][CH:6]=1.